Dataset: Catalyst prediction with 721,799 reactions and 888 catalyst types from USPTO. Task: Predict which catalyst facilitates the given reaction. (1) Reactant: [Br:1][C:2]1[CH:25]=[CH:24][C:5]([C:6]([N:8]([C@@H:10]2[CH2:15][CH2:14][NH:13][CH2:12][C@H:11]2[C:16]2[CH:21]=[CH:20][C:19]([Cl:22])=[C:18]([Cl:23])[CH:17]=2)[CH3:9])=[O:7])=[CH:4][CH:3]=1.C(N(CC)CC)C.[OH:33][CH2:34][C:35]([N:37]1[CH2:42][CH2:41][CH:40]([C:43](O)=[O:44])[CH2:39][CH2:38]1)=[O:36].CCOC(OC(OCC)=O)=O. Product: [OH2:7].[Br:1][C:2]1[CH:3]=[CH:4][C:5]([C:6]([N:8]([C@@H:10]2[CH2:15][CH2:14][N:13]([C:43]([CH:40]3[CH2:41][CH2:42][N:37]([C:35](=[O:36])[CH2:34][OH:33])[CH2:38][CH2:39]3)=[O:44])[CH2:12][C@H:11]2[C:16]2[CH:21]=[CH:20][C:19]([Cl:22])=[C:18]([Cl:23])[CH:17]=2)[CH3:9])=[O:7])=[CH:24][CH:25]=1. The catalyst class is: 18. (2) Reactant: Br[CH2:2][C@H:3]([O:16][Si:17]([CH2:22][CH3:23])([CH2:20][CH3:21])[CH2:18][CH3:19])[C:4]1[CH:15]=[CH:14][C:7]2[O:8][C:9]([CH3:13])([CH3:12])[O:10][CH2:11][C:6]=2[CH:5]=1.[CH2:24]([NH2:31])[C:25]1[CH:30]=[CH:29][CH:28]=[CH:27][CH:26]=1.O.C(OCC)C. Product: [CH2:24]([NH:31][CH2:2][C@@H:3]([C:4]1[CH:15]=[CH:14][C:7]2[O:8][C:9]([CH3:13])([CH3:12])[O:10][CH2:11][C:6]=2[CH:5]=1)[O:16][Si:17]([CH2:22][CH3:23])([CH2:20][CH3:21])[CH2:18][CH3:19])[C:25]1[CH:30]=[CH:29][CH:28]=[CH:27][CH:26]=1. The catalyst class is: 12. (3) Reactant: I.[I:2][C:3]1[N:8]=[N:7][C:6]([NH2:9])=[CH:5][CH:4]=1.[F:10][C:11]([F:24])([F:23])[O:12][C:13]1[CH:14]=[C:15]([CH2:19][C:20](O)=[O:21])[CH:16]=[CH:17][CH:18]=1.CCCP(=O)=O.CCN(C(C)C)C(C)C. Product: [I:2][C:3]1[N:8]=[N:7][C:6]([NH:9][C:20](=[O:21])[CH2:19][C:15]2[CH:16]=[CH:17][CH:18]=[C:13]([O:12][C:11]([F:23])([F:10])[F:24])[CH:14]=2)=[CH:5][CH:4]=1. The catalyst class is: 3. (4) Reactant: C([N:8]1[CH2:13][CH:12]([CH3:14])[O:11][CH:10]([CH2:15][CH3:16])[CH2:9]1)C1C=CC=CC=1.C([O-])=O.[NH4+]. Product: [CH2:15]([CH:10]1[O:11][CH:12]([CH3:14])[CH2:13][NH:8][CH2:9]1)[CH3:16]. The catalyst class is: 19.